From a dataset of Full USPTO retrosynthesis dataset with 1.9M reactions from patents (1976-2016). Predict the reactants needed to synthesize the given product. (1) Given the product [Br:13][CH:5]1[C:4]2[C:8](=[CH:9][C:10]([Cl:11])=[C:2]([Cl:1])[CH:3]=2)[C:7](=[O:12])[O:6]1, predict the reactants needed to synthesize it. The reactants are: [Cl:1][C:2]1[CH:3]=[C:4]2[C:8](=[CH:9][C:10]=1[Cl:11])[C:7](=[O:12])[O:6][CH2:5]2.[Br:13]NC(=O)CCC(N)=O.C(OOC(=O)C1C=CC=CC=1)(=O)C1C=CC=CC=1. (2) The reactants are: [H-].[Na+].[Cl:3][C:4]1[C:9]([C:10]2[NH:14][CH:13]=[C:12]([CH2:15][N:16]([CH3:24])[C:17](=[O:23])[O:18][C:19]([CH3:22])([CH3:21])[CH3:20])[C:11]=2[F:25])=[CH:8][CH:7]=[CH:6][N:5]=1.C1OCCOCCOCCOCCOC1.[CH3:41][O:42][C:43]1[CH:44]=[C:45]([S:49](Cl)(=[O:51])=[O:50])[CH:46]=[CH:47][CH:48]=1. Given the product [Cl:3][C:4]1[C:9]([C:10]2[N:14]([S:49]([C:45]3[CH:46]=[CH:47][CH:48]=[C:43]([O:42][CH3:41])[CH:44]=3)(=[O:51])=[O:50])[CH:13]=[C:12]([CH2:15][N:16]([CH3:24])[C:17](=[O:23])[O:18][C:19]([CH3:21])([CH3:22])[CH3:20])[C:11]=2[F:25])=[CH:8][CH:7]=[CH:6][N:5]=1, predict the reactants needed to synthesize it. (3) Given the product [Cl:1][C:2]1[CH:11]=[C:10]2[C:5]([N:6]=[C:7]([N:41]3[CH2:42][CH2:43][N:38]([CH3:37])[CH2:39][CH2:40]3)[C:8]3[N:9]2[N:12]=[C:13]([C:15]([O:17][CH2:18][CH3:19])=[O:16])[N:14]=3)=[CH:4][CH:3]=1, predict the reactants needed to synthesize it. The reactants are: [Cl:1][C:2]1[CH:11]=[C:10]2[C:5]([NH:6][C:7](=O)[C:8]3[N:9]2[N:12]=[C:13]([C:15]([O:17][CH2:18][CH3:19])=[O:16])[N:14]=3)=[CH:4][CH:3]=1.ClC1C=C2C(NC(=O)C3N2N=C(C)N=3)=CC=1.[CH3:37][N:38]1[CH2:43][CH2:42][NH:41][CH2:40][CH2:39]1.N1CCNCC1. (4) Given the product [O:34]1[C:33]2[CH:32]=[CH:31][C:30]([NH:35][C:36]([NH:1][C:2]3[C:15]4[C:6](=[CH:7][C:8]5[C:9]6[C:14]=4[C:13](=[O:16])[N:12]([CH2:17][CH2:18][N:19]([CH3:20])[CH3:21])[C:11](=[O:22])[C:10]=6[CH:23]=[CH:24][CH:25]=5)[CH:5]=[CH:4][CH:3]=3)=[O:37])=[CH:29][C:28]=2[O:27][CH2:26]1, predict the reactants needed to synthesize it. The reactants are: [NH2:1][C:2]1[C:15]2[C:6](=[CH:7][C:8]3[C:9]4[C:14]=2[C:13](=[O:16])[N:12]([CH2:17][CH2:18][N:19]([CH3:21])[CH3:20])[C:11](=[O:22])[C:10]=4[CH:23]=[CH:24][CH:25]=3)[CH:5]=[CH:4][CH:3]=1.[CH2:26]1[O:34][C:33]2[CH:32]=[CH:31][C:30]([N:35]=[C:36]=[O:37])=[CH:29][C:28]=2[O:27]1.C(Cl)Cl.CO. (5) Given the product [F:9][C:10]1[CH:15]=[C:14]([C:16]([F:17])([F:18])[F:19])[CH:13]=[CH:12][C:11]=1[C:2]1[N:7]=[N:6][C:5]([NH2:8])=[CH:4][CH:3]=1, predict the reactants needed to synthesize it. The reactants are: Cl[C:2]1[N:7]=[N:6][C:5]([NH2:8])=[CH:4][CH:3]=1.[F:9][C:10]1[CH:15]=[C:14]([C:16]([F:19])([F:18])[F:17])[CH:13]=[CH:12][C:11]=1B(O)O.[F-].[Cs+].C(N(C(C)C)C(C)C)C.